The task is: Predict which catalyst facilitates the given reaction.. This data is from Catalyst prediction with 721,799 reactions and 888 catalyst types from USPTO. (1) The catalyst class is: 19. Product: [F:1][C:2]1[CH:3]=[C:4]([C:13]2[CH:18]=[CH:17][CH:16]=[C:15]([CH2:19][N:20]([CH3:30])[C:21](=[O:29])[CH2:22][CH2:23][CH2:24][CH2:25][CH2:26][CH2:27][CH3:28])[CH:14]=2)[CH:5]=[CH:6][C:7]=1[CH2:8][CH2:9][C:10]([OH:12])=[O:11]. Reactant: [F:1][C:2]1[CH:3]=[C:4]([C:13]2[CH:18]=[CH:17][CH:16]=[C:15]([CH2:19][N:20]([CH3:30])[C:21](=[O:29])[CH2:22][CH2:23][CH2:24][CH2:25][CH2:26][CH2:27][CH3:28])[CH:14]=2)[CH:5]=[CH:6][C:7]=1[CH:8]=[CH:9][C:10]([OH:12])=[O:11]. (2) Reactant: CS(O[CH2:6][C@@H:7]([NH:14][C:15]([O:17][C:18]([CH3:21])([CH3:20])[CH3:19])=[O:16])[C:8]1[CH:13]=[CH:12][CH:11]=[CH:10][CH:9]=1)(=O)=O.[CH3:22][S-:23].[Na+].O1CCOCC1. Product: [CH3:22][S:23][CH2:6][C@@H:7]([NH:14][C:15](=[O:16])[O:17][C:18]([CH3:19])([CH3:20])[CH3:21])[C:8]1[CH:9]=[CH:10][CH:11]=[CH:12][CH:13]=1. The catalyst class is: 5. (3) Reactant: [CH2:1]([O:3][C:4]1[CH:9]=[CH:8][C:7]([N+:10]([O-])=O)=[C:6]([S:13][CH3:14])[CH:5]=1)[CH3:2].O.NN. Product: [CH2:1]([O:3][C:4]1[CH:9]=[CH:8][C:7]([NH2:10])=[C:6]([S:13][CH3:14])[CH:5]=1)[CH3:2]. The catalyst class is: 50.